From a dataset of Forward reaction prediction with 1.9M reactions from USPTO patents (1976-2016). Predict the product of the given reaction. (1) Given the reactants [CH2:1]([O:8][C:9]([C:11]1[O:12][C:13]([CH:16](O)[C:17]([CH3:19])=[CH2:18])=[CH:14][CH:15]=1)=[O:10])[C:2]1[CH:7]=[CH:6][CH:5]=[CH:4][CH:3]=1.[CH:21](OCC)([O:25][CH2:26][CH3:27])[O:22]CC.[C:31](O)(=O)CC, predict the reaction product. The product is: [CH2:1]([O:8][C:9]([C:11]1[O:12][C:13](/[CH:16]=[C:17](\[CH3:19])/[CH2:18][CH2:31][C:21]([O:25][CH2:26][CH3:27])=[O:22])=[CH:14][CH:15]=1)=[O:10])[C:2]1[CH:7]=[CH:6][CH:5]=[CH:4][CH:3]=1. (2) Given the reactants Cl.[CH2:2]([C:4]1[S:24][C:7]2[N:8]=[C:9]([S:18][CH2:19][C:20]([O:22][CH3:23])=[O:21])[N:10]=[C:11]([N:12]3[CH2:17][CH2:16][NH:15][CH2:14][CH2:13]3)[C:6]=2[CH:5]=1)[CH3:3].C(N(C(C)C)CC)(C)C.[CH3:34][N:35]([CH3:45])[C:36]1[CH:44]=[CH:43][C:39]([C:40](Cl)=[O:41])=[CH:38][CH:37]=1, predict the reaction product. The product is: [CH3:34][N:35]([CH3:45])[C:36]1[CH:44]=[CH:43][C:39]([C:40]([N:15]2[CH2:16][CH2:17][N:12]([C:11]3[C:6]4[CH:5]=[C:4]([CH2:2][CH3:3])[S:24][C:7]=4[N:8]=[C:9]([S:18][CH2:19][C:20]([O:22][CH3:23])=[O:21])[N:10]=3)[CH2:13][CH2:14]2)=[O:41])=[CH:38][CH:37]=1. (3) Given the reactants [Cl:1][C:2]1[C:3]2[CH:11]=[CH:10][NH:9][C:4]=2[N:5]=[C:6]([NH2:8])[N:7]=1.[CH2:12](O)[C:13]#[CH:14].CC(O)=O.[BH3-]C#N.[Na+], predict the reaction product. The product is: [Cl:1][C:2]1[C:3]2[CH:11]=[CH:10][NH:9][C:4]=2[N:5]=[C:6]([NH:8][CH2:14][C:13]#[CH:12])[N:7]=1. (4) Given the reactants [CH3:1][O:2][C:3]1[CH:8]=[C:7]([O:9][CH2:10][CH2:11][CH2:12][S:13]([CH3:16])(=[O:15])=[O:14])[CH:6]=[CH:5][C:4]=1[N+:17]([O-])=O, predict the reaction product. The product is: [CH3:16][S:13]([CH2:12][CH2:11][CH2:10][O:9][C:7]1[CH:6]=[CH:5][C:4]([NH2:17])=[C:3]([O:2][CH3:1])[CH:8]=1)(=[O:14])=[O:15]. (5) Given the reactants C12CC(CC1)CC2NC1SC(C)C(=O)N=1.BrC1C=CC=CC=1.[CH3:23][C:24]1([C:43]2[CH:50]=[CH:49][C:46](C#N)=[CH:45][CH:44]=2)[S:28][C:27]([NH:29][C@H:30]([C:32]2C=[CH:36][CH:35]=[CH:34][C:33]=2[C:38](F)(F)F)C)=[N:26][C:25]1=[O:42], predict the reaction product. The product is: [CH:35]12[CH2:34][CH:33]([CH2:38][CH2:36]1)[CH2:32][CH:30]2[NH:29][C:27]1[S:28][C:24]([CH3:23])([C:43]2[CH:44]=[CH:45][CH:46]=[CH:49][CH:50]=2)[C:25](=[O:42])[N:26]=1. (6) Given the reactants [CH2:1]([C@:3]12[CH2:15][CH2:14][C@@:11]3([CH2:13][O:12]3)[CH2:10][C@H:9]1[CH2:8][CH2:7][O:6][C:5]1[CH:16]=[C:17]([C:20]([NH:22][C:23]3[C:24]([CH3:29])=[N:25][CH:26]=[CH:27][CH:28]=3)=[O:21])[CH:18]=[CH:19][C:4]2=1)[CH3:2].[CH2:30]([C@@:32]12[CH2:44][CH2:43][C@:40]3([CH2:42][O:41]3)[CH2:39][C@@H:38]1[CH2:37][CH2:36][O:35][C:34]1[CH:45]=[C:46]([C:49]([NH:51][C:52]3[C:53]([CH3:58])=[N:54][CH:55]=[CH:56][CH:57]=3)=[O:50])[CH:47]=[CH:48][C:33]2=1)[CH3:31].[CH2:59]([Mg]Br)[CH3:60], predict the reaction product. The product is: [CH2:1]([C@:3]12[CH2:15][CH2:14][C@@:11]([OH:12])([CH2:13][CH2:30][CH3:31])[CH2:10][C@H:9]1[CH2:8][CH2:7][O:6][C:5]1[CH:16]=[C:17]([C:20]([NH:22][C:23]3[C:24]([CH3:29])=[N:25][CH:26]=[CH:27][CH:28]=3)=[O:21])[CH:18]=[CH:19][C:4]2=1)[CH3:2].[CH2:30]([C@@:32]12[CH2:44][CH2:43][C@:40]([OH:41])([CH2:42][CH2:59][CH3:60])[CH2:39][C@@H:38]1[CH2:37][CH2:36][O:35][C:34]1[CH:45]=[C:46]([C:49]([NH:51][C:52]3[C:53]([CH3:58])=[N:54][CH:55]=[CH:56][CH:57]=3)=[O:50])[CH:47]=[CH:48][C:33]2=1)[CH3:31]. (7) Given the reactants [NH:1]1[CH2:6][CH2:5][CH2:4][C@H:3]([CH2:7][OH:8])[CH2:2]1.[C:9](O[C:9]([O:11][C:12]([CH3:15])([CH3:14])[CH3:13])=[O:10])([O:11][C:12]([CH3:15])([CH3:14])[CH3:13])=[O:10], predict the reaction product. The product is: [C:12]([O:11][C:9]([N:1]1[CH2:6][CH2:5][CH2:4][C@H:3]([CH2:7][OH:8])[CH2:2]1)=[O:10])([CH3:15])([CH3:14])[CH3:13]. (8) The product is: [CH3:28][NH:30][C:20]([C:10]1[C:9]([NH:8][C:5]2[CH:6]=[CH:7][C:2]([Br:1])=[CH:3][C:4]=2[Cl:23])=[C:18]([F:19])[C:13]2[N:14]=[CH:15][NH:16][C:12]=2[CH:11]=1)=[O:22]. Given the reactants [Br:1][C:2]1[CH:7]=[CH:6][C:5]([NH:8][C:9]2[C:10]([C:20]([OH:22])=O)=[CH:11][C:12]3[N:16](C)[CH:15]=[N:14][C:13]=3[C:18]=2[F:19])=[C:4]([Cl:23])[CH:3]=1.C1C=CC2N(O)N=[N:30][C:28]=2C=1.C(N(CC)CC)C.CN.CCN=C=NCCCN(C)C, predict the reaction product. (9) Given the reactants [NH2:1][CH:2]1[CH2:6][CH:5]([C:7]([O:9][CH2:10][CH3:11])=[O:8])[CH:4]([CH3:12])[CH2:3]1.[CH:13]1([S:16](Cl)(=[O:18])=[O:17])[CH2:15][CH2:14]1, predict the reaction product. The product is: [CH:13]1([S:16]([NH:1][CH:2]2[CH2:6][CH:5]([C:7]([O:9][CH2:10][CH3:11])=[O:8])[CH:4]([CH3:12])[CH2:3]2)(=[O:18])=[O:17])[CH2:15][CH2:14]1.